Dataset: Forward reaction prediction with 1.9M reactions from USPTO patents (1976-2016). Task: Predict the product of the given reaction. (1) Given the reactants CS(O[CH2:6][CH:7]1[CH2:12][CH2:11][N:10]([C:13](=[O:34])[CH2:14][C@@H:15]2[C:20](=[O:21])[NH:19][CH:18]=[CH:17][N:16]2[S:22]([C:25]2[CH:30]=[C:29]([CH3:31])[C:28]([Cl:32])=[CH:27][C:26]=2[CH3:33])(=[O:24])=[O:23])[CH2:9][CH2:8]1)(=O)=O.[NH:35]1[CH2:39][CH2:38][CH2:37][CH2:36]1, predict the reaction product. The product is: [Cl:32][C:28]1[C:29]([CH3:31])=[CH:30][C:25]([S:22]([N:16]2[CH:17]=[CH:18][NH:19][C:20](=[O:21])[C@H:15]2[CH2:14][C:13](=[O:34])[N:10]2[CH2:9][CH2:8][CH:7]([CH2:6][N:35]3[CH2:39][CH2:38][CH2:37][CH2:36]3)[CH2:12][CH2:11]2)(=[O:23])=[O:24])=[C:26]([CH3:33])[CH:27]=1. (2) Given the reactants [ClH:1].[NH2:2][C@H:3]1[CH2:7][CH2:6][CH2:5][C@@H:4]1[NH:8][C:9](=[O:22])[C:10]1[CH:15]=[CH:14][CH:13]=[CH:12][C:11]=1C1ON=C(C)N=1.N[C@H]1CCC[C@@H]1NC(=O)OC(C)(C)C.[N:37]1[N:38](C2C=CC=CC=2C(O)=O)[N:39]=[CH:40][CH:41]=1, predict the reaction product. The product is: [ClH:1].[NH2:2][C@H:3]1[CH2:7][CH2:6][CH2:5][C@@H:4]1[NH:8][C:9](=[O:22])[C:10]1[CH:15]=[CH:14][CH:13]=[CH:12][C:11]=1[N:38]1[N:39]=[CH:40][CH:41]=[N:37]1.